This data is from Forward reaction prediction with 1.9M reactions from USPTO patents (1976-2016). The task is: Predict the product of the given reaction. (1) Given the reactants [NH2:1][C:2]1[C:13]([O:14][C:15]2[CH:20]=[CH:19][CH:18]=[C:17]([O:21]CC3C=CC=CC=3)[CH:16]=2)=[CH:12][C:5]2[N:6]([CH3:11])[C:7](=[O:10])[N:8]([CH3:9])[C:4]=2[CH:3]=1.BrB(Br)Br, predict the reaction product. The product is: [NH2:1][C:2]1[C:13]([O:14][C:15]2[CH:20]=[CH:19][CH:18]=[C:17]([OH:21])[CH:16]=2)=[CH:12][C:5]2[N:6]([CH3:11])[C:7](=[O:10])[N:8]([CH3:9])[C:4]=2[CH:3]=1. (2) The product is: [Cl:16][C:17]1[N:22]=[C:11]([C:12]([OH:15])([CH3:14])[CH3:13])[CH:20]=[CH:19][N:18]=1. Given the reactants C1(C)C=CC=CC=1.C[Mg]Cl.[CH3:11][C:12]([OH:15])([CH3:14])[CH3:13].[Cl:16][C:17]1[N:22]=C(C(OC)=O)[CH:20]=[CH:19][N:18]=1, predict the reaction product. (3) Given the reactants [CH2:1]([N:8]1[CH2:13][CH2:12][N:11]([C:14]([O:16][C:17]([CH3:20])([CH3:19])[CH3:18])=[O:15])[C@H:10]([CH2:21][OH:22])[CH2:9]1)[C:2]1[CH:7]=[CH:6][CH:5]=[CH:4][CH:3]=1.C(N(CC)CC)C.C(=O)([O-])O.[Na+], predict the reaction product. The product is: [CH2:1]([N:8]1[CH2:13][CH2:12][N:11]([C:14]([O:16][C:17]([CH3:18])([CH3:19])[CH3:20])=[O:15])[C@H:10]([CH:21]=[O:22])[CH2:9]1)[C:2]1[CH:7]=[CH:6][CH:5]=[CH:4][CH:3]=1. (4) Given the reactants Br[C:2]1[C:6]([CH3:7])=[C:5](I)[S:4][C:3]=1[CH:9]1[O:13]CCO1.[F:14][C:15]1[CH:16]=[C:17](B(O)O)[CH:18]=[CH:19][C:20]=1[O:21]C.C[O:27][C:28]1[CH:33]=[CH:32][C:31](B(O)O)=[CH:30][CH:29]=1, predict the reaction product. The product is: [F:14][C:15]1[CH:16]=[C:17]([C:5]2[S:4][C:3]([CH:9]=[O:13])=[C:2]([C:31]3[CH:32]=[CH:33][C:28]([OH:27])=[CH:29][CH:30]=3)[C:6]=2[CH3:7])[CH:18]=[CH:19][C:20]=1[OH:21]. (5) The product is: [Br:8][C:9]1[CH:14]=[CH:13][CH:12]=[C:11]([N:15]2[CH2:20][CH2:19][CH:18]([O:6][CH3:7])[CH2:17][CH2:16]2)[N:10]=1. Given the reactants COS([O:6][CH3:7])(=O)=O.[Br:8][C:9]1[CH:14]=[CH:13][CH:12]=[C:11]([N:15]2[CH2:20][CH2:19][CH:18](O)[CH2:17][CH2:16]2)[N:10]=1.[OH-].[Na+].O, predict the reaction product. (6) Given the reactants [Cl:1][C:2]1[CH:7]=[C:6]([I:8])[CH:5]=[CH:4][C:3]=1[NH:9][S:10]([C:13]1[CH:18]=[CH:17][C:16]([N+:19]([O-])=O)=[CH:15][CH:14]=1)(=[O:12])=[O:11], predict the reaction product. The product is: [NH2:19][C:16]1[CH:17]=[CH:18][C:13]([S:10]([NH:9][C:3]2[CH:4]=[CH:5][C:6]([I:8])=[CH:7][C:2]=2[Cl:1])(=[O:12])=[O:11])=[CH:14][CH:15]=1. (7) Given the reactants [CH3:1][C:2]1[CH:7]=[CH:6][N:5]=[C:4]([S:8][CH3:9])[N:3]=1.C([N-]C(C)C)(C)C.[Li+].[CH2:18]([O:20][C:21](=O)[O:22]CC)[CH3:19], predict the reaction product. The product is: [CH3:9][S:8][C:4]1[N:3]=[C:2]([CH2:1][C:21]([O:20][CH2:18][CH3:19])=[O:22])[CH:7]=[CH:6][N:5]=1.